Dataset: Forward reaction prediction with 1.9M reactions from USPTO patents (1976-2016). Task: Predict the product of the given reaction. (1) Given the reactants Br[C:2]1[C:15]2[C:16]3=[C:17]4[C:12](=[CH:13][CH:14]=2)[C:11](Br)=[CH:10][C:9](Br)=[C:8]4[CH:7]=[CH:6][C:5]3=[C:4](Br)[CH:3]=1.[CH:21]1[C:30]2[C:25](=[CH:26][CH:27]=[CH:28][CH:29]=2)[CH:24]=[CH:23][C:22]=1B(O)O.[C:47]1(P([C:47]2[CH:52]=[CH:51][CH:50]=[CH:49][CH:48]=2)[C:47]2[CH:52]=[CH:51][CH:50]=[CH:49][CH:48]=2)[CH:52]=[CH:51][CH:50]=[CH:49][CH:48]=1.C(=O)([O-])[O-].[K+].[K+], predict the reaction product. The product is: [CH:21]1[C:30]2[C:25](=[CH:26][CH:27]=[CH:28][CH:29]=2)[CH:24]=[CH:23][C:22]=1[C:2]1[C:15]2[C:16]3=[C:17]4[C:12](=[CH:13][CH:14]=2)[C:11]([C:27]2[CH:28]=[CH:29][C:30]5[C:25](=[CH:24][CH:23]=[CH:22][CH:21]=5)[CH:26]=2)=[CH:10][C:9]([C:2]2[CH:3]=[CH:4][C:5]5[C:16](=[CH:17][CH:8]=[CH:7][CH:6]=5)[CH:15]=2)=[C:8]4[CH:7]=[CH:6][C:5]3=[C:4]([C:51]2[CH:50]=[CH:49][C:48]3[C:47](=[CH:12][CH:11]=[CH:10][CH:9]=3)[CH:52]=2)[CH:3]=1. (2) Given the reactants C(O[C:4]1[C:5](=[O:17])[C:6](=[O:16])[C:7]=1[NH:8][C:9]1[CH:14]=[CH:13][CH:12]=[CH:11][C:10]=1[OH:15])C.[Cl:18][C:19]1[CH:25]=[CH:24][CH:23]=[CH:22][C:20]=1[NH2:21], predict the reaction product. The product is: [Cl:18][C:19]1[CH:25]=[CH:24][CH:23]=[CH:22][C:20]=1[NH:21][C:4]1[C:5](=[O:17])[C:6](=[O:16])[C:7]=1[NH:8][C:9]1[CH:14]=[CH:13][CH:12]=[CH:11][C:10]=1[OH:15]. (3) Given the reactants [Br:1][C:2]1[CH:3]=[N:4][C:5]([Cl:11])=[C:6]([CH:10]=1)[C:7](O)=[O:8].CN(C)C=O.S(Cl)([Cl:19])=O, predict the reaction product. The product is: [Br:1][C:2]1[CH:3]=[N:4][C:5]([Cl:11])=[C:6]([CH:10]=1)[C:7]([Cl:19])=[O:8]. (4) Given the reactants Br[C:2]1[CH:3]=[N:4][C:5]2[N:6]([N:8]=[C:9]([C:11]([CH3:14])([CH3:13])[CH3:12])[N:10]=2)[CH:7]=1.[C:15]([Si:17]([CH3:20])([CH3:19])[CH3:18])#[CH:16], predict the reaction product. The product is: [C:11]([C:9]1[N:10]=[C:5]2[N:4]=[CH:3][C:2]([C:16]#[C:15][Si:17]([CH3:20])([CH3:19])[CH3:18])=[CH:7][N:6]2[N:8]=1)([CH3:14])([CH3:13])[CH3:12].